This data is from Full USPTO retrosynthesis dataset with 1.9M reactions from patents (1976-2016). The task is: Predict the reactants needed to synthesize the given product. (1) Given the product [CH2:16]([O:15][C:13]([N:9]1[CH2:8][CH2:7][C:6]2[C:11](=[CH:12][C:3]([C:1]([OH:42])=[O:2])=[C:4]([C:23]3[N:24]([CH3:34])[C:25]([CH3:33])=[C:26]([C:28]([O:30][CH2:31][CH3:32])=[O:29])[CH:27]=3)[CH:5]=2)[CH2:10]1)=[O:14])[C:17]1[CH:22]=[CH:21][CH:20]=[CH:19][CH:18]=1, predict the reactants needed to synthesize it. The reactants are: [CH:1]([C:3]1[CH:12]=[C:11]2[C:6]([CH2:7][CH2:8][N:9]([C:13]([O:15][CH2:16][C:17]3[CH:22]=[CH:21][CH:20]=[CH:19][CH:18]=3)=[O:14])[CH2:10]2)=[CH:5][C:4]=1[C:23]1[N:24]([CH3:34])[C:25]([CH3:33])=[C:26]([C:28]([O:30][CH2:31][CH3:32])=[O:29])[CH:27]=1)=[O:2].CC(=CC)C.CC(C)=[O:42].[O-]Cl=O.[Na+]. (2) Given the product [C:26]1([CH:7]([C:1]2[CH:2]=[CH:3][CH:4]=[CH:5][CH:6]=2)[CH2:8][CH2:9][N:10]2[CH2:11][CH2:12][N:13]([C:16]3[CH:24]=[C:23]4[C:19]([CH2:20][N:21]([CH2:38][C:37]5[CH:40]=[CH:41][CH:42]=[C:35]([N+:32]([O-:34])=[O:33])[CH:36]=5)[C:22]4=[O:25])=[CH:18][CH:17]=3)[CH2:14][CH2:15]2)[CH:31]=[CH:30][CH:29]=[CH:28][CH:27]=1, predict the reactants needed to synthesize it. The reactants are: [C:1]1([CH:7]([C:26]2[CH:31]=[CH:30][CH:29]=[CH:28][CH:27]=2)[CH2:8][CH2:9][N:10]2[CH2:15][CH2:14][N:13]([C:16]3[CH:24]=[C:23]4[C:19]([CH2:20][NH:21][C:22]4=[O:25])=[CH:18][CH:17]=3)[CH2:12][CH2:11]2)[CH:6]=[CH:5][CH:4]=[CH:3][CH:2]=1.[N+:32]([C:35]1[CH:36]=[C:37]([CH:40]=[CH:41][CH:42]=1)[CH2:38]Br)([O-:34])=[O:33].